Dataset: Full USPTO retrosynthesis dataset with 1.9M reactions from patents (1976-2016). Task: Predict the reactants needed to synthesize the given product. (1) Given the product [F:30][C:31]1[CH:36]=[CH:35][C:34]([NH:37][C:2]2[N:3]([CH2:19][C:20]3[CH:21]=[CH:22][C:23]([S:26]([NH2:29])(=[O:27])=[O:28])=[CH:24][CH:25]=3)[N:4]=[C:5]3[C:10]=2[C:9](=[O:11])[N:8]([CH3:12])[C:7](=[O:13])[N:6]3[CH2:14][C:15]([CH3:16])([CH3:18])[CH3:17])=[CH:33][CH:32]=1, predict the reactants needed to synthesize it. The reactants are: Cl[C:2]1[N:3]([CH2:19][C:20]2[CH:25]=[CH:24][C:23]([S:26]([NH2:29])(=[O:28])=[O:27])=[CH:22][CH:21]=2)[N:4]=[C:5]2[C:10]=1[C:9](=[O:11])[N:8]([CH3:12])[C:7](=[O:13])[N:6]2[CH2:14][C:15]([CH3:18])([CH3:17])[CH3:16].[F:30][C:31]1[CH:36]=[CH:35][C:34]([NH2:37])=[CH:33][CH:32]=1.C(=O)([O-])[O-].[K+].[K+].CC1(C)C2C(=C(P(C3C=CC=CC=3)C3C=CC=CC=3)C=CC=2)OC2C(P(C3C=CC=CC=3)C3C=CC=CC=3)=CC=CC1=2. (2) Given the product [Cl:8][C:9]1[CH:10]=[CH:11][C:12]([NH:15][C:16](=[O:32])[C:17]2[CH:22]=[CH:21][CH:20]=[CH:19][C:18]=2[NH:23][C:24]([O:26][CH:27]2[CH2:31][CH2:30][N:29]([CH:33]3[CH2:38][CH2:37][CH2:36][CH2:35][CH2:34]3)[CH2:28]2)=[O:25])=[N:13][CH:14]=1, predict the reactants needed to synthesize it. The reactants are: FC(F)(F)C(O)=O.[Cl:8][C:9]1[CH:10]=[CH:11][C:12]([NH:15][C:16](=[O:32])[C:17]2[CH:22]=[CH:21][CH:20]=[CH:19][C:18]=2[NH:23][C:24]([O:26][CH:27]2[CH2:31][CH2:30][NH:29][CH2:28]2)=[O:25])=[N:13][CH:14]=1.[C:33]1(=O)[CH2:38][CH2:37][CH2:36][CH2:35][CH2:34]1.C([BH3-])#N.[Na+]. (3) The reactants are: [F:1][C:2]([F:30])([F:29])[C:3]1[CH:4]=[C:5]([C:9]2[CH:10]=[C:11]3[C:16](=[CH:17][CH:18]=2)[N:15]=[CH:14][CH:13]=[C:12]3[S:19][C:20]2([C:24]([O:26]CC)=[O:25])[CH2:23][CH2:22][CH2:21]2)[CH:6]=[CH:7][CH:8]=1.[OH-].[Na+].Cl. Given the product [F:30][C:2]([F:1])([F:29])[C:3]1[CH:4]=[C:5]([C:9]2[CH:10]=[C:11]3[C:16](=[CH:17][CH:18]=2)[N:15]=[CH:14][CH:13]=[C:12]3[S:19][C:20]2([C:24]([OH:26])=[O:25])[CH2:21][CH2:22][CH2:23]2)[CH:6]=[CH:7][CH:8]=1, predict the reactants needed to synthesize it. (4) Given the product [CH:6]([C:3]1[CH:1]=[N:10][NH:11][C:4]=1[NH2:5])([CH3:8])[CH3:7], predict the reactants needed to synthesize it. The reactants are: [CH:1]([CH:3]([CH:6]([CH3:8])[CH3:7])[C:4]#[N:5])=O.O.[NH2:10][NH2:11].C(O)(=O)C. (5) Given the product [CH3:1][O:2][C:3]1[CH:8]=[CH:7][N+:6]([O-:9])=[CH:5][CH:4]=1, predict the reactants needed to synthesize it. The reactants are: [CH3:1][O:2][C:3]1[CH:8]=[CH:7][N:6]=[CH:5][CH:4]=1.[OH:9]O.